From a dataset of Reaction yield outcomes from USPTO patents with 853,638 reactions. Predict the reaction yield, written as a fraction of the theoretical maximum amount of product (1.0 means a 100% yield; for example, 0.34 means a 34% yield). (1) The reactants are Br[C:2]1[C:3]2[N:4]([C:8]([CH3:11])=[N:9][N:10]=2)[CH:5]=[CH:6][CH:7]=1.C([Sn](CCCC)(CCCC)[C:17](=[CH2:28])[C:18]([O:20][CH2:21][C:22]1[CH:27]=[CH:26][CH:25]=[CH:24][CH:23]=1)=[O:19])CCC. The catalyst is C1COCC1.C1C=CC([P]([Pd]([P](C2C=CC=CC=2)(C2C=CC=CC=2)C2C=CC=CC=2)([P](C2C=CC=CC=2)(C2C=CC=CC=2)C2C=CC=CC=2)[P](C2C=CC=CC=2)(C2C=CC=CC=2)C2C=CC=CC=2)(C2C=CC=CC=2)C2C=CC=CC=2)=CC=1.[Cu]Cl. The product is [CH3:11][C:8]1[N:4]2[CH:5]=[CH:6][CH:7]=[C:2]([C:17](=[CH2:28])[C:18]([O:20][CH2:21][C:22]3[CH:27]=[CH:26][CH:25]=[CH:24][CH:23]=3)=[O:19])[C:3]2=[N:10][N:9]=1. The yield is 0.730. (2) The reactants are [CH3:1][S:2]([C:5]1[CH:6]=[CH:7][C:8]([S:14][CH2:15][C:16]([F:19])([F:18])[F:17])=[C:9]([CH:13]=1)[C:10]([OH:12])=O)(=[O:4])=[O:3].Cl.[F:21][C:22]([F:35])([F:34])[C:23]1[S:27][C:26]([N:28]2[CH2:33][CH2:32][NH:31][CH2:30][CH2:29]2)=[N:25][CH:24]=1. No catalyst specified. The product is [CH3:1][S:2]([C:5]1[CH:6]=[CH:7][C:8]([S:14][CH2:15][C:16]([F:19])([F:18])[F:17])=[C:9]([C:10]([N:31]2[CH2:32][CH2:33][N:28]([C:26]3[S:27][C:23]([C:22]([F:35])([F:21])[F:34])=[CH:24][N:25]=3)[CH2:29][CH2:30]2)=[O:12])[CH:13]=1)(=[O:3])=[O:4]. The yield is 0.490. (3) The reactants are S(Cl)([Cl:4])(=O)=O.[CH:6]([NH:9][C:10]([N:12]1[C:16]([CH3:17])=[CH:15][C:14]([O:18][C:19]2[CH:24]=[CH:23][C:22]([C:25]([F:28])([F:27])[F:26])=[CH:21][C:20]=2[N+:29]([O-:31])=[O:30])=[N:13]1)=[O:11])([CH3:8])[CH3:7]. The catalyst is C(O)(=O)C. The product is [CH:6]([NH:9][C:10]([N:12]1[C:16]([CH3:17])=[C:15]([Cl:4])[C:14]([O:18][C:19]2[CH:24]=[CH:23][C:22]([C:25]([F:28])([F:26])[F:27])=[CH:21][C:20]=2[N+:29]([O-:31])=[O:30])=[N:13]1)=[O:11])([CH3:8])[CH3:7]. The yield is 0.984.